This data is from Retrosynthesis with 50K atom-mapped reactions and 10 reaction types from USPTO. The task is: Predict the reactants needed to synthesize the given product. Given the product O=Cc1ccc(OCc2ccccc2)c(S(=O)(=O)c2ccc(F)cc2)c1, predict the reactants needed to synthesize it. The reactants are: O=S(=O)(c1ccc(F)cc1)c1cc(CO)ccc1OCc1ccccc1.